Dataset: Forward reaction prediction with 1.9M reactions from USPTO patents (1976-2016). Task: Predict the product of the given reaction. (1) Given the reactants [CH2:1]([O:3][C:4]1[CH:9]=[CH:8][C:7]([S:10]([NH2:13])(=[O:12])=[O:11])=[CH:6][C:5]=1[N:14]=[C:15]=[S:16])[CH3:2].[N:17](C1C=C(S(N)(=O)=O)C=CC=1OC)=C=S, predict the reaction product. The product is: [CH2:1]([O:3][C:4]1[CH:9]=[CH:8][C:7]([S:10]([NH2:13])(=[O:11])=[O:12])=[CH:6][C:5]=1[NH:14][C:15]([NH2:17])=[S:16])[CH3:2]. (2) The product is: [Br:1][C:2]1[CH:3]=[C:4]([S:8]([NH:11][C:17](=[O:18])[NH:16][CH2:14][CH3:15])(=[O:9])=[O:10])[CH:5]=[CH:6][CH:7]=1. Given the reactants [Br:1][C:2]1[CH:3]=[C:4]([S:8]([NH2:11])(=[O:10])=[O:9])[CH:5]=[CH:6][CH:7]=1.[OH-].[K+].[CH2:14]([N:16]=[C:17]=[O:18])[CH3:15], predict the reaction product. (3) Given the reactants B(Cl)(Cl)Cl.ClCCl.[Cl:8][C:9]1[CH:10]=[C:11]2[C:16](=[CH:17][C:18]=1[O:19][C:20]1[CH:25]=[CH:24][C:23]([C:26](=[O:39])[NH:27][CH2:28][CH2:29][C:30]3[CH:35]=[CH:34][C:33]([Cl:36])=[CH:32][C:31]=3[O:37]C)=[CH:22][CH:21]=1)[O:15][CH2:14][CH2:13][CH:12]2[C:40]([OH:42])=[O:41], predict the reaction product. The product is: [Cl:8][C:9]1[CH:10]=[C:11]2[C:16](=[CH:17][C:18]=1[O:19][C:20]1[CH:25]=[CH:24][C:23]([C:26](=[O:39])[NH:27][CH2:28][CH2:29][C:30]3[CH:35]=[CH:34][C:33]([Cl:36])=[CH:32][C:31]=3[OH:37])=[CH:22][CH:21]=1)[O:15][CH2:14][CH2:13][CH:12]2[C:40]([OH:42])=[O:41]. (4) Given the reactants [CH3:1]C([O-])(C)C.[K+].[I-].C[P+](C1C=CC=CC=1)(C1C=CC=CC=1)C1C=CC=CC=1.[F:28][C:29]([F:40])([F:39])[O:30][C:31]1[CH:38]=[CH:37][C:34]([CH:35]=O)=[CH:33][CH:32]=1.O, predict the reaction product. The product is: [F:28][C:29]([O:30][C:31]1[CH:38]=[CH:37][C:34]([CH:35]=[CH2:1])=[CH:33][CH:32]=1)([F:40])[F:39]. (5) Given the reactants [Cl:1][C:2]1[CH:3]=[CH:4][C:5]([O:24][CH3:25])=[C:6]([S:8]([N:11]2[C:19]3[C:14](=[C:15]([CH3:23])[CH:16]=[C:17]([C:20](O)=[O:21])[CH:18]=3)[CH2:13][CH2:12]2)(=[O:10])=[O:9])[CH:7]=1.[NH2:26][C:27]1[CH:37]=[CH:36][C:30]([C:31]([O:33][CH2:34][CH3:35])=[O:32])=[CH:29][CH:28]=1.CN1CCOCC1.F[P-](F)(F)(F)(F)F.N1(OC(N(C)C)=[N+](C)C)C2N=CC=CC=2N=N1, predict the reaction product. The product is: [CH2:34]([O:33][C:31](=[O:32])[C:30]1[CH:29]=[CH:28][C:27]([NH:26][C:20]([C:17]2[CH:18]=[C:19]3[C:14]([CH2:13][CH2:12][N:11]3[S:8]([C:6]3[CH:7]=[C:2]([Cl:1])[CH:3]=[CH:4][C:5]=3[O:24][CH3:25])(=[O:9])=[O:10])=[C:15]([CH3:23])[CH:16]=2)=[O:21])=[CH:37][CH:36]=1)[CH3:35]. (6) Given the reactants [CH3:1][C:2]1[CH:7]=[CH:6][C:5]([C:8]([F:11])([F:10])[F:9])=[CH:4][C:3]=1B(O)O.I[C:16]1[N:21]=[C:20]([NH2:22])[N:19]=[C:18]([NH:23][CH3:24])[CH:17]=1, predict the reaction product. The product is: [CH3:24][NH:23][C:18]1[CH:17]=[C:16]([C:3]2[CH:4]=[C:5]([C:8]([F:11])([F:10])[F:9])[CH:6]=[CH:7][C:2]=2[CH3:1])[N:21]=[C:20]([NH2:22])[N:19]=1. (7) Given the reactants S(Cl)([Cl:3])=O.[Br:5][C:6]([F:17])([F:16])[C:7]([F:15])([F:14])[CH2:8][CH2:9][CH2:10][C:11](O)=[O:12], predict the reaction product. The product is: [Br:5][C:6]([F:17])([F:16])[C:7]([F:15])([F:14])[CH2:8][CH2:9][CH2:10][C:11]([Cl:3])=[O:12]. (8) Given the reactants [F:1][C:2]([F:33])([F:32])[C:3]1[CH:4]=[CH:5][C:6]([O:9][C:10]2[CH:11]=[C:12]([CH:16]3[CH2:19][C:18]4([CH2:24][CH2:23][N:22](C(OC(C)(C)C)=O)[CH2:21][CH2:20]4)[CH2:17]3)[CH:13]=[CH:14][CH:15]=2)=[N:7][CH:8]=1.[C:34]([OH:40])([C:36]([F:39])([F:38])[F:37])=[O:35], predict the reaction product. The product is: [F:37][C:36]([F:39])([F:38])[C:34]([OH:40])=[O:35].[F:33][C:2]([F:1])([F:32])[C:3]1[CH:4]=[CH:5][C:6]([O:9][C:10]2[CH:11]=[C:12]([CH:16]3[CH2:19][C:18]4([CH2:20][CH2:21][NH:22][CH2:23][CH2:24]4)[CH2:17]3)[CH:13]=[CH:14][CH:15]=2)=[N:7][CH:8]=1.